Dataset: Forward reaction prediction with 1.9M reactions from USPTO patents (1976-2016). Task: Predict the product of the given reaction. (1) Given the reactants [C:9](O[C:9]([O:11][C:12]([CH3:15])([CH3:14])[CH3:13])=[O:10])([O:11][C:12]([CH3:15])([CH3:14])[CH3:13])=[O:10].C(O)(C)(C)C.[C:21]([C:23]1[CH:31]=[CH:30][C:26](C(O)=O)=[C:25]([F:32])[CH:24]=1)#[N:22], predict the reaction product. The product is: [C:21]([C:23]1[CH:31]=[CH:30][C:26]([C:9]([O:11][C:12]([CH3:13])([CH3:14])[CH3:15])=[O:10])=[C:25]([F:32])[CH:24]=1)#[N:22]. (2) The product is: [F:5][C:6]1[CH:13]=[C:12]([OH:14])[C:11]([O:16][CH3:17])=[CH:10][C:7]=1[CH:8]=[O:9]. Given the reactants [Al+3].[Cl-].[Cl-].[Cl-].[F:5][C:6]1[CH:13]=[C:12]([O:14]C)[C:11]([O:16][CH3:17])=[CH:10][C:7]=1[CH:8]=[O:9], predict the reaction product.